From a dataset of Catalyst prediction with 721,799 reactions and 888 catalyst types from USPTO. Predict which catalyst facilitates the given reaction. (1) Reactant: [CH3:1][C:2]1[CH:3]=[C:4]([N+:13]([O-])=O)[C:5]2[O:9][CH:8]([CH2:10][OH:11])[CH2:7][C:6]=2[CH:12]=1. Product: [NH2:13][C:4]1[C:5]2[O:9][CH:8]([CH2:10][OH:11])[CH2:7][C:6]=2[CH:12]=[C:2]([CH3:1])[CH:3]=1. The catalyst class is: 123. (2) Reactant: CCCC[N+](CCCC)(CCCC)CCCC.[F-].[CH3:19][O:20][C:21]([C:23]1[S:24][C:25]([CH2:28][CH2:29][CH2:30][C@H:31]2[CH2:35][CH2:34][CH:33]=[C:32]2[C:36]2[CH:41]=[CH:40][C:39]([C@@H:42]([O:48][Si](C(C)(C)C)(C)C)[CH2:43][CH2:44][CH2:45][CH2:46][CH3:47])=[CH:38][CH:37]=2)=[CH:26][CH:27]=1)=[O:22]. Product: [CH3:19][O:20][C:21]([C:23]1[S:24][C:25]([CH2:28][CH2:29][CH2:30][C@H:31]2[CH2:35][CH2:34][CH:33]=[C:32]2[C:36]2[CH:37]=[CH:38][C:39]([C@@H:42]([OH:48])[CH2:43][CH2:44][CH2:45][CH2:46][CH3:47])=[CH:40][CH:41]=2)=[CH:26][CH:27]=1)=[O:22]. The catalyst class is: 625. (3) Reactant: [Br:1][C:2]1[CH:7]=[CH:6][C:5]([NH:8][C@@H:9]2[C@H:13]([O:14]C(=O)CCl)[CH2:12][N:11]([C:19]([O:21][C:22]([CH3:25])([CH3:24])[CH3:23])=[O:20])[CH2:10]2)=[C:4]([N+:26]([O-:28])=[O:27])[CH:3]=1.[OH-].[Li+]. Product: [Br:1][C:2]1[CH:7]=[CH:6][C:5]([NH:8][C@@H:9]2[C@H:13]([OH:14])[CH2:12][N:11]([C:19]([O:21][C:22]([CH3:24])([CH3:25])[CH3:23])=[O:20])[CH2:10]2)=[C:4]([N+:26]([O-:28])=[O:27])[CH:3]=1. The catalyst class is: 5. (4) Reactant: [CH3:1][S:2]([NH2:5])(=[O:4])=[O:3].O.[F:7][C:8]([F:19])([F:18])[C:9]1[CH:14]=[CH:13][C:12](B(O)O)=[CH:11][CH:10]=1.[C:20](=[O:23])(O)[O-].[Na+].CN([CH:28]=[O:29])C. Product: [CH3:1][S:2]([NH:5][C:9]1[CH:14]=[CH:13][C:12]([C:12]2[CH:13]=[CH:14][C:9]([C:8]([F:19])([F:18])[F:7])=[CH:10][CH:11]=2)=[CH:11][C:10]=1[C:20]([O:29][CH3:28])=[O:23])(=[O:4])=[O:3]. The catalyst class is: 73. (5) Reactant: [Br:1][C:2]1[CH:10]=[CH:9][C:5]([C:6]([OH:8])=O)=[CH:4][C:3]=1[CH3:11].[CH:12]1([NH2:16])[CH2:15][CH2:14][CH2:13]1.C(NC(C)C)(C)C.CN(C(ON1N=NC2C=CC=NC1=2)=[N+](C)C)C.F[P-](F)(F)(F)(F)F. Product: [Br:1][C:2]1[CH:10]=[CH:9][C:5]([C:6]([NH:16][CH:12]2[CH2:15][CH2:14][CH2:13]2)=[O:8])=[CH:4][C:3]=1[CH3:11]. The catalyst class is: 3. (6) Reactant: [F:1][C:2]1[CH:7]=[CH:6][CH:5]=[CH:4][C:3]=1[C:8]1[N:13]=[C:12]2[C:14](I)=[CH:15][N:16]([S:17]([C:20]3[CH:26]=[CH:25][C:23]([CH3:24])=[CH:22][CH:21]=3)(=[O:19])=[O:18])[C:11]2=[CH:10][CH:9]=1.CC1(C)C(C)(C)OB([C:36]2[CH:37]=[C:38]([N:42]3[CH2:47][CH2:46][CH:45]([NH:48][C:49](=[O:55])[O:50][C:51]([CH3:54])([CH3:53])[CH3:52])[CH2:44][CH2:43]3)[CH:39]=[N:40][CH:41]=2)O1.C([O-])([O-])=O.[Na+].[Na+].CCO. Product: [F:1][C:2]1[CH:7]=[CH:6][CH:5]=[CH:4][C:3]=1[C:8]1[N:13]=[C:12]2[C:14]([C:36]3[CH:37]=[C:38]([N:42]4[CH2:43][CH2:44][CH:45]([NH:48][C:49](=[O:55])[O:50][C:51]([CH3:53])([CH3:52])[CH3:54])[CH2:46][CH2:47]4)[CH:39]=[N:40][CH:41]=3)=[CH:15][N:16]([S:17]([C:20]3[CH:26]=[CH:25][C:23]([CH3:24])=[CH:22][CH:21]=3)(=[O:19])=[O:18])[C:11]2=[CH:10][CH:9]=1. The catalyst class is: 11. (7) Reactant: [O:1]=[C:2]1[CH2:7][O:6][C@H:5]2[CH2:8][C:9]3[CH:10]=[CH:11][CH:12]=[CH:13][C:14]=3[C@H:4]2[N:3]1[CH2:15][C:16]([O:18]CC)=[O:17].[Li+].[OH-].Cl. Product: [O:1]=[C:2]1[CH2:7][O:6][C@H:5]2[CH2:8][C:9]3[CH:10]=[CH:11][CH:12]=[CH:13][C:14]=3[C@H:4]2[N:3]1[CH2:15][C:16]([OH:18])=[O:17]. The catalyst class is: 20. (8) Reactant: [CH3:1][N:2]1[CH:7]=[CH:6][C:5](=[O:8])[CH:4]=[CH:3]1.[H-].[Li+].[F:11][C:12]([F:19])([F:18])[C:13](OCC)=[O:14]. Product: [CH3:1][N:2]1[CH2:7][CH2:6][C:5](=[O:8])[CH:4]([C:13](=[O:14])[C:12]([F:19])([F:18])[F:11])[CH2:3]1. The catalyst class is: 81. (9) Reactant: ON1C2C=CC=CC=2N=N1.Cl.[CH3:12][O:13][C:14](=[O:27])[C@H:15]([CH2:17][C:18]1[C:26]2[C:21](=[CH:22][CH:23]=[CH:24][CH:25]=2)[NH:20][CH:19]=1)[NH2:16].CN1CCOCC1.Cl.[CH3:36][N:37]([CH3:54])[C:38]1([C:48]2[CH:53]=[CH:52][CH:51]=[CH:50][CH:49]=2)[CH2:43][CH2:42][CH:41]([CH2:44][C:45](O)=[O:46])[CH2:40][CH2:39]1.C1(N=C=NC2CCCCC2)CCCCC1. Product: [CH3:12][O:13][C:14](=[O:27])[C@@H:15]([NH:16][C:45](=[O:46])[CH2:44][CH:41]1[CH2:40][CH2:39][C:38]([N:37]([CH3:54])[CH3:36])([C:48]2[CH:49]=[CH:50][CH:51]=[CH:52][CH:53]=2)[CH2:43][CH2:42]1)[CH2:17][C:18]1[C:26]2[C:21](=[CH:22][CH:23]=[CH:24][CH:25]=2)[NH:20][CH:19]=1. The catalyst class is: 9. (10) Reactant: [N:1]([O-])=O.[Na+].[Cl:5][C:6]1[CH:12]=[CH:11][C:9]([NH2:10])=[CH:8][C:7]=1[O:13][CH3:14].[Sn](Cl)(Cl)(Cl)Cl. Product: [Cl:5][C:6]1[CH:12]=[CH:11][C:9]([NH:10][NH2:1])=[CH:8][C:7]=1[O:13][CH3:14]. The catalyst class is: 223.